Task: Predict the product of the given reaction.. Dataset: Forward reaction prediction with 1.9M reactions from USPTO patents (1976-2016) (1) Given the reactants [OH:1][CH:2]1[CH2:5][N:4]([C:6]2[O:7][CH:8]=[C:9]([C:11](=[O:31])[NH:12][C@@H:13]3[CH2:17][CH2:16][N:15]([C:18]([O:20][CH2:21][C:22]4[CH:27]=[CH:26][C:25]([N+:28]([O-:30])=[O:29])=[CH:24][CH:23]=4)=[O:19])[CH2:14]3)[N:10]=2)[CH2:3]1.[CH3:32][S:33](Cl)(=[O:35])=[O:34].C(N(CC)CC)C, predict the reaction product. The product is: [CH3:32][S:33]([O:1][CH:2]1[CH2:3][N:4]([C:6]2[O:7][CH:8]=[C:9]([C:11](=[O:31])[NH:12][C@@H:13]3[CH2:17][CH2:16][N:15]([C:18]([O:20][CH2:21][C:22]4[CH:27]=[CH:26][C:25]([N+:28]([O-:30])=[O:29])=[CH:24][CH:23]=4)=[O:19])[CH2:14]3)[N:10]=2)[CH2:5]1)(=[O:35])=[O:34]. (2) Given the reactants [CH:1](=O)[C:2]1[CH:7]=[CH:6][CH:5]=[CH:4][CH:3]=1.[CH2:9]([SH:13])[CH2:10][CH2:11][SH:12].B(F)(F)F.CCOCC.C(CCOC(CC1(CC(O)=O)CCCCC1)=O)#N, predict the reaction product. The product is: [C:2]1([CH:1]2[S:13][CH2:9][CH2:10][CH2:11][S:12]2)[CH:7]=[CH:6][CH:5]=[CH:4][CH:3]=1. (3) Given the reactants [Cl:1][C:2]1[CH:3]=[CH:4][C:5]2[N:11]3[CH:12]=[CH:13][CH:14]=[C:10]3[C@@H:9]([CH2:15][CH2:16][N:17]([CH3:29])[C@@H:18]3[CH2:23][CH2:22][CH2:21][C@H:20]([C:24]([O:26]CC)=[O:25])[CH2:19]3)[O:8][C@H:7]([C:30]3[CH:35]=[CH:34][CH:33]=[C:32]([O:36][CH3:37])[C:31]=3[O:38][CH3:39])[C:6]=2[CH:40]=1.C(=O)([O-])[O-].[K+].[K+].O.Cl, predict the reaction product. The product is: [Cl:1][C:2]1[CH:3]=[CH:4][C:5]2[N:11]3[CH:12]=[CH:13][CH:14]=[C:10]3[C@@H:9]([CH2:15][CH2:16][N:17]([CH3:29])[C@@H:18]3[CH2:23][CH2:22][CH2:21][C@H:20]([C:24]([OH:26])=[O:25])[CH2:19]3)[O:8][C@H:7]([C:30]3[CH:35]=[CH:34][CH:33]=[C:32]([O:36][CH3:37])[C:31]=3[O:38][CH3:39])[C:6]=2[CH:40]=1. (4) Given the reactants [Si:1]([O:8][CH2:9][C:10]1[N:15]=[CH:14][C:13]2[N:16]([C:19]3[S:23][C:22]([C:24]([O:26][CH3:27])=[O:25])=[C:21]([OH:28])[CH:20]=3)[CH:17]=[N:18][C:12]=2[CH:11]=1)([C:4]([CH3:7])([CH3:6])[CH3:5])([CH3:3])[CH3:2].[F:29][C:30]1[CH:35]=[CH:34][CH:33]=[CH:32][C:31]=1[CH:36](O)[CH3:37].C1(P(C2C=CC=CC=2)C2C=CC=CC=2)C=CC=CC=1.N(C(OC(C)(C)C)=O)=NC(OC(C)(C)C)=O, predict the reaction product. The product is: [Si:1]([O:8][CH2:9][C:10]1[N:15]=[CH:14][C:13]2[N:16]([C:19]3[S:23][C:22]([C:24]([O:26][CH3:27])=[O:25])=[C:21]([O:28][CH:36]([C:31]4[CH:32]=[CH:33][CH:34]=[CH:35][C:30]=4[F:29])[CH3:37])[CH:20]=3)[CH:17]=[N:18][C:12]=2[CH:11]=1)([C:4]([CH3:5])([CH3:6])[CH3:7])([CH3:2])[CH3:3]. (5) Given the reactants [NH2:1][C:2]1[S:3][CH:4]=[C:5]([CH2:7][C:8]([O:10][CH2:11][CH3:12])=[O:9])[N:6]=1.[CH3:13][C:14]1[CH:19]=[C:18]([O:20][C:21]([F:24])([F:23])[F:22])[CH:17]=[CH:16][C:15]=1[S:25](Cl)(=[O:27])=[O:26], predict the reaction product. The product is: [CH3:13][C:14]1[CH:19]=[C:18]([O:20][C:21]([F:22])([F:23])[F:24])[CH:17]=[CH:16][C:15]=1[S:25]([NH:1][C:2]1[S:3][CH:4]=[C:5]([CH2:7][C:8]([O:10][CH2:11][CH3:12])=[O:9])[N:6]=1)(=[O:27])=[O:26]. (6) Given the reactants [H-].[Na+].[CH3:3][N:4]([CH3:9])[CH2:5][CH:6]([OH:8])[CH3:7].F[C:11]1[CH:20]=[CH:19][CH:18]=[C:17]2[C:12]=1[C:13]([NH:21][C:22]1[CH:27]=[CH:26][C:25]([O:28][C:29]3[CH:34]=[CH:33][CH:32]=[CH:31][CH:30]=3)=[C:24]([O:35][CH3:36])[CH:23]=1)=[N:14][CH:15]=[N:16]2, predict the reaction product. The product is: [CH3:3][N:4]([CH3:9])[CH2:5][CH:6]([CH3:7])[O:8][C:11]1[CH:20]=[CH:19][CH:18]=[C:17]2[C:12]=1[C:13]([NH:21][C:22]1[CH:27]=[CH:26][C:25]([O:28][C:29]3[CH:30]=[CH:31][CH:32]=[CH:33][CH:34]=3)=[C:24]([O:35][CH3:36])[CH:23]=1)=[N:14][CH:15]=[N:16]2. (7) Given the reactants [C:1]([C:5]1[CH:24]=[CH:23][CH:22]=[CH:21][C:6]=1[O:7][CH:8]1[CH2:11][N:10]([C:12](=[O:20])[CH2:13][CH2:14][C:15]([O:17]CC)=[O:16])[CH2:9]1)([CH3:4])([CH3:3])[CH3:2].[OH-].[Li+].Cl, predict the reaction product. The product is: [C:1]([C:5]1[CH:24]=[CH:23][CH:22]=[CH:21][C:6]=1[O:7][CH:8]1[CH2:9][N:10]([C:12](=[O:20])[CH2:13][CH2:14][C:15]([OH:17])=[O:16])[CH2:11]1)([CH3:4])([CH3:2])[CH3:3].